From a dataset of Full USPTO retrosynthesis dataset with 1.9M reactions from patents (1976-2016). Predict the reactants needed to synthesize the given product. (1) Given the product [Cl:9][C:6]1[C:7]([Cl:8])=[C:2]([Cl:1])[CH:3]=[C:4]([C:10]2[NH:14][N:13]=[N:12][N:11]=2)[N:5]=1, predict the reactants needed to synthesize it. The reactants are: [Cl:1][C:2]1[C:7]([Cl:8])=[C:6]([Cl:9])[N:5]=[C:4]([C:10]#[N:11])[CH:3]=1.[N:12]([Si](C)(C)C)=[N+:13]=[N-:14].C([Sn](=O)CCCC)CCC. (2) Given the product [CH3:28][C:26]1[CH:25]=[CH:24][N:23]=[C:22]([NH:21][C:19]2[S:20][C:14]3[CH2:13][CH2:12][CH:11]([OH:29])[C:10]4[C:16](=[CH:17][NH:8][N:9]=4)[C:15]=3[N:18]=2)[N:27]=1, predict the reactants needed to synthesize it. The reactants are: COC1C=CC(C[N:8]2[CH:17]=[C:16]3[C:10]([CH:11]([OH:29])[CH2:12][CH2:13][C:14]4[S:20][C:19]([NH:21][C:22]5[N:27]=[C:26]([CH3:28])[CH:25]=[CH:24][N:23]=5)=[N:18][C:15]=43)=[N:9]2)=CC=1. (3) Given the product [N+:26]([C:29]1[CH:30]=[C:31]([NH:32][C:17]2[CH:18]=[CH:19][N:14]=[CH:15][CH:16]=2)[CH:33]=[CH:34][CH:35]=1)([O-:28])=[O:27], predict the reactants needed to synthesize it. The reactants are: O.C1(C)C=CC(S(O)(=O)=O)=CC=1.[Cl-].[N:14]1[CH:19]=[CH:18][C:17]([N+:14]2[CH:19]=[CH:18][CH:17]=[CH:16][CH:15]=2)=[CH:16][CH:15]=1.[N+:26]([C:29]1[CH:30]=[C:31]([CH:33]=[CH:34][CH:35]=1)[NH2:32])([O-:28])=[O:27].